Dataset: Peptide-MHC class II binding affinity with 134,281 pairs from IEDB. Task: Regression. Given a peptide amino acid sequence and an MHC pseudo amino acid sequence, predict their binding affinity value. This is MHC class II binding data. The peptide sequence is KKNIIALLIIPPKIH. The MHC is DRB5_0101 with pseudo-sequence DRB5_0101. The binding affinity (normalized) is 0.541.